From a dataset of Reaction yield outcomes from USPTO patents with 853,638 reactions. Predict the reaction yield, written as a fraction of the theoretical maximum amount of product (1.0 means a 100% yield; for example, 0.34 means a 34% yield). (1) The reactants are Cl[C:2]1[N:11]=[CH:10][C:9]2[N:8]3[CH:12]=[N:13][C:14]([C:15]#[N:16])=[C:7]3[C@@H:6]([CH2:17][CH3:18])[N:5]([CH:19]3[CH2:23][CH2:22][CH2:21][CH2:20]3)[C:4]=2[N:3]=1.[NH2:24][C:25]1[C:33]([O:34][CH3:35])=[CH:32][C:28]([C:29]([OH:31])=[O:30])=[C:27]([F:36])[CH:26]=1.C1(P(C2C=CC=CC=2)C2C3OC4C(=CC=CC=4P(C4C=CC=CC=4)C4C=CC=CC=4)C(C)(C)C=3C=CC=2)C=CC=CC=1.C([O-])([O-])=O.[Cs+].[Cs+]. The catalyst is CC(N(C)C)=O.O.CC([O-])=O.CC([O-])=O.[Pd+2].O1CCOCC1. The product is [C:15]([C:14]1[N:13]=[CH:12][N:8]2[C:7]=1[C@@H:6]([CH2:17][CH3:18])[N:5]([CH:19]1[CH2:23][CH2:22][CH2:21][CH2:20]1)[C:4]1[N:3]=[C:2]([NH:24][C:25]3[C:33]([O:34][CH3:35])=[CH:32][C:28]([C:29]([OH:31])=[O:30])=[C:27]([F:36])[CH:26]=3)[N:11]=[CH:10][C:9]2=1)#[N:16]. The yield is 0.710. (2) The reactants are [F:1][C:2]1[CH:3]=[C:4]([N:8]2[CH:12]=[C:11]([C@@H:13]3[N:17]4[CH2:18][CH2:19][NH:20][CH2:21][C@@H:16]4[CH2:15][CH2:14]3)[N:10]=[N:9]2)[CH:5]=[CH:6][CH:7]=1.Cl[C:23]1[N:30]=[CH:29][CH:28]=[CH:27][C:24]=1[C:25]#[N:26].CCN(CC)CC. The catalyst is C1COCC1. The product is [F:1][C:2]1[CH:3]=[C:4]([N:8]2[CH:12]=[C:11]([C@@H:13]3[N:17]4[CH2:18][CH2:19][N:20]([C:23]5[N:30]=[CH:29][CH:28]=[CH:27][C:24]=5[C:25]#[N:26])[CH2:21][C@@H:16]4[CH2:15][CH2:14]3)[N:10]=[N:9]2)[CH:5]=[CH:6][CH:7]=1. The yield is 0.750. (3) The reactants are C([O:3][C:4](=[O:21])[C:5]1[CH:10]=[CH:9][C:8]([N:11]2[CH2:20][CH2:19][C:14]3([O:18][CH2:17][CH2:16][O:15]3)[CH2:13][CH2:12]2)=[CH:7][CH:6]=1)C.[OH-].[Na+].C(O)(=O)C. The catalyst is CO. The product is [O:15]1[C:14]2([CH2:19][CH2:20][N:11]([C:8]3[CH:9]=[CH:10][C:5]([C:4]([OH:21])=[O:3])=[CH:6][CH:7]=3)[CH2:12][CH2:13]2)[O:18][CH2:17][CH2:16]1. The yield is 0.990. (4) The reactants are [O:1]1[CH:5]=[CH:4][CH:3]=[C:2]1[C:6]1[O:7][C:8]([CH3:34])=[C:9]([CH2:11][O:12][C:13]2[CH:33]=[CH:32][C:16]([CH2:17][O:18][C:19]3[C:23]([CH:24]=O)=[CH:22][N:21]([C:26]4[CH:31]=[CH:30][CH:29]=[CH:28][CH:27]=4)[N:20]=3)=[CH:15][CH:14]=2)[N:10]=1.C(OP([CH2:43][C:44]([O:46][CH2:47][CH3:48])=[O:45])(OCC)=O)C.CN(C)C=O.[H-].[Na+]. The catalyst is O. The product is [O:1]1[CH:5]=[CH:4][CH:3]=[C:2]1[C:6]1[O:7][C:8]([CH3:34])=[C:9]([CH2:11][O:12][C:13]2[CH:14]=[CH:15][C:16]([CH2:17][O:18][C:19]3[C:23](/[CH:24]=[CH:43]/[C:44]([O:46][CH2:47][CH3:48])=[O:45])=[CH:22][N:21]([C:26]4[CH:31]=[CH:30][CH:29]=[CH:28][CH:27]=4)[N:20]=3)=[CH:32][CH:33]=2)[N:10]=1. The yield is 0.830. (5) The reactants are [Cl:1][C:2]1[CH:7]=[C:6]([CH2:8]Cl)[CH:5]=[C:4]([Cl:10])[C:3]=1[C:11]1[NH:12][C:13]2[C:19]3[CH:20]=[CH:21][N:22]=[CH:23][C:18]=3[NH:17][C:16]3[N:24]=[CH:25][CH:26]=[CH:27][C:15]=3[C:14]=2[N:28]=1.[C-:29]#[N:30].[Na+]. The catalyst is CS(C)=O.CO. The yield is 0.450. The product is [Cl:1][C:2]1[CH:7]=[C:6]([CH2:8][C:29]#[N:30])[CH:5]=[C:4]([Cl:10])[C:3]=1[C:11]1[NH:12][C:13]2[C:19]3[CH:20]=[CH:21][N:22]=[CH:23][C:18]=3[NH:17][C:16]3[N:24]=[CH:25][CH:26]=[CH:27][C:15]=3[C:14]=2[N:28]=1. (6) The reactants are [NH2:1][C:2]1[C:7]([CH2:8][OH:9])=[CH:6][CH:5]=[CH:4][N:3]=1.N1C=CN=C1.[C:15]([Si:19](Cl)([C:26]1[CH:31]=[CH:30][CH:29]=[CH:28][CH:27]=1)[C:20]1[CH:25]=[CH:24][CH:23]=[CH:22][CH:21]=1)([CH3:18])([CH3:17])[CH3:16]. The catalyst is CN(C=O)C. The product is [Si:19]([O:9][CH2:8][C:7]1[C:2]([NH2:1])=[N:3][CH:4]=[CH:5][CH:6]=1)([C:15]([CH3:18])([CH3:17])[CH3:16])([C:26]1[CH:27]=[CH:28][CH:29]=[CH:30][CH:31]=1)[C:20]1[CH:25]=[CH:24][CH:23]=[CH:22][CH:21]=1. The yield is 0.943. (7) The reactants are C(OC(=O)[NH:7][C:8]1[CH:13]=[CH:12][C:11]([C:14]2[N:18]=[C:17]([C:19]3[CH:24]=[CH:23][C:22]([O:25][C:26]([F:29])([F:28])[F:27])=[CH:21][CH:20]=3)[O:16][N:15]=2)=[CH:10][CH:9]=1)(C)(C)C.C(OC(=O)NC1C=CC(C(=N)NO)=CC=1)(C)(C)C.FC(F)(F)OC1C=CC(C=O)=CC=1. The catalyst is C(O)(=O)C.C(Cl)(Cl)Cl. The product is [F:29][C:26]([F:27])([F:28])[O:25][C:22]1[CH:21]=[CH:20][C:19]([C:17]2[O:16][N:15]=[C:14]([C:11]3[CH:12]=[CH:13][C:8]([NH2:7])=[CH:9][CH:10]=3)[N:18]=2)=[CH:24][CH:23]=1. The yield is 0.150. (8) The product is [O:14]=[C:12]([C:11]1[CH:10]=[CH:9][C:8]([O:1][C:2]2[CH:3]=[CH:4][CH:5]=[CH:6][CH:7]=2)=[CH:16][CH:15]=1)[CH2:31][C:30]([O:36][CH2:37][CH3:38])=[O:35]. The catalyst is O1CCCC1.O.C(OCC)(=O)C. The yield is 0.930. The reactants are [O:1]([C:8]1[CH:16]=[CH:15][C:11]([C:12]([OH:14])=O)=[CH:10][CH:9]=1)[C:2]1[CH:7]=[CH:6][CH:5]=[CH:4][CH:3]=1.C(N1C=CN=C1)(N1C=CN=C1)=O.[Mg+].[C:30]([O:36][CH2:37][CH3:38])(=[O:35])[CH2:31]C([O-])=O.Cl. (9) The reactants are C(N(CC)CC)C.C1C=CC2N(O)N=NC=2C=1.Cl.[CH3:19][NH:20][O:21][CH3:22].C(Cl)CCl.[CH2:27]([O:34][C:35]([NH:37][C:38]1[CH:39]=[C:40]([CH2:44][C:45]([OH:47])=O)[CH:41]=[CH:42][CH:43]=1)=[O:36])[C:28]1[CH:33]=[CH:32][CH:31]=[CH:30][CH:29]=1. No catalyst specified. The product is [CH3:22][O:21][N:20]([CH3:19])[C:45](=[O:47])[CH2:44][C:40]1[CH:39]=[C:38]([NH:37][C:35](=[O:36])[O:34][CH2:27][C:28]2[CH:29]=[CH:30][CH:31]=[CH:32][CH:33]=2)[CH:43]=[CH:42][CH:41]=1. The yield is 0.740. (10) The reactants are Cl[C:2]1[CH:7]=[CH:6][N+:5]([O-:8])=[CH:4][CH:3]=1.[Cl:9][C:10]1[CH:15]=[C:14]([Cl:16])[CH:13]=[CH:12][C:11]=1B(O)O. No catalyst specified. The product is [Cl:9][C:10]1[CH:15]=[C:14]([Cl:16])[CH:13]=[CH:12][C:11]=1[C:2]1[CH:7]=[CH:6][N+:5]([O-:8])=[CH:4][CH:3]=1. The yield is 0.500.